Dataset: Reaction yield outcomes from USPTO patents with 853,638 reactions. Task: Predict the reaction yield, written as a fraction of the theoretical maximum amount of product (1.0 means a 100% yield; for example, 0.34 means a 34% yield). (1) The reactants are C1[CH:5]2[C@@H:6]3[CH:10]=[CH:9][C@H:8]([CH:4]2C=C1)[CH2:7]3.[C:11]([O:15][CH3:16])(=[O:14])C=C.C1(C=CC(O)=CC=1)O. No catalyst specified. The product is [CH3:16][O:15][C:11]([C:6]12[CH2:7][CH:8]([CH2:4][CH2:5]1)[CH:9]=[CH:10]2)=[O:14]. The yield is 0.812. (2) The yield is 0.770. The catalyst is C(Cl)Cl. The reactants are [Br:1][C:2]1[CH:6]=[N:5][N:4]([CH3:7])[C:3]=1[C:8]1[CH:9]=[C:10]([NH2:16])[CH:11]=[CH:12][C:13]=1[O:14][CH3:15].[F:17][C:18]1[CH:19]=[C:20]([N:25]=[C:26]=[O:27])[CH:21]=[C:22]([F:24])[CH:23]=1. The product is [Br:1][C:2]1[CH:6]=[N:5][N:4]([CH3:7])[C:3]=1[C:8]1[CH:9]=[C:10]([NH:16][C:26]([NH:25][C:20]2[CH:21]=[C:22]([F:24])[CH:23]=[C:18]([F:17])[CH:19]=2)=[O:27])[CH:11]=[CH:12][C:13]=1[O:14][CH3:15].